Predict the reaction yield, written as a fraction of the theoretical maximum amount of product (1.0 means a 100% yield; for example, 0.34 means a 34% yield). From a dataset of Reaction yield outcomes from USPTO patents with 853,638 reactions. (1) The reactants are [NH2:1][C:2]1[CH:7]=[CH:6][CH:5]=[CH:4][C:3]=1[CH2:8][C:9]#[N:10].[Br:11]N1C(=O)CCC1=O. The catalyst is CN(C)C=O.C(OCC)(=O)C. The product is [NH2:1][C:2]1[CH:7]=[CH:6][C:5]([Br:11])=[CH:4][C:3]=1[CH2:8][C:9]#[N:10]. The yield is 0.530. (2) The reactants are [CH2:1]([C:5]1[N:6]=[C:7]([NH:27][NH2:28])[NH:8][C:9](=[O:26])[C:10]=1[CH2:11][C:12]1[CH:17]=[CH:16][C:15]([C:18]2[C:19]([C:24]#[N:25])=[CH:20][CH:21]=[CH:22][CH:23]=2)=[CH:14][CH:13]=1)[CH2:2][CH2:3][CH3:4].[CH:29](OCC)(OCC)OCC. No catalyst specified. The product is [CH2:1]([C:5]1[N:6]2[CH:29]=[N:28][N:27]=[C:7]2[NH:8][C:9](=[O:26])[C:10]=1[CH2:11][C:12]1[CH:17]=[CH:16][C:15]([C:18]2[C:19]([C:24]#[N:25])=[CH:20][CH:21]=[CH:22][CH:23]=2)=[CH:14][CH:13]=1)[CH2:2][CH2:3][CH3:4]. The yield is 0.170. (3) The reactants are [N:1]1[CH:6]=[CH:5][C:4]([C:7]2[O:8][C:9]3([CH2:16][CH2:15][CH2:14][CH2:13]3)[C:10](=[O:12])[CH:11]=2)=[CH:3][CH:2]=1.C1C(=O)N([Br:24])C(=O)C1. The catalyst is C(Cl)(Cl)Cl.C(Cl)Cl. The product is [Br:24][C:11]1[C:10](=[O:12])[C:9]2([CH2:16][CH2:15][CH2:14][CH2:13]2)[O:8][C:7]=1[C:4]1[CH:5]=[CH:6][N:1]=[CH:2][CH:3]=1. The yield is 0.400. (4) The reactants are Br[C:2]1[CH:8]=[CH:7][C:5]([NH2:6])=[CH:4][CH:3]=1.[CH3:9][N:10]1[CH:14]=[C:13](B2OC(C)(C)C(C)(C)O2)[CH:12]=[N:11]1.C([O-])([O-])=O.[K+].[K+]. The catalyst is O1CCOCC1.O.C1C=CC(P(C2C=CC=CC=2)[C-]2C=CC=C2)=CC=1.C1C=CC(P(C2C=CC=CC=2)[C-]2C=CC=C2)=CC=1.Cl[Pd]Cl.[Fe+2]. The product is [CH3:9][N:10]1[CH:14]=[C:13]([C:2]2[CH:8]=[CH:7][C:5]([NH2:6])=[CH:4][CH:3]=2)[CH:12]=[N:11]1. The yield is 0.720. (5) The reactants are [CH3:1][O:2][C:3]1[CH:8]=[CH:7][C:6]([C:9]2[N:14]3[N:15]=[C:16]([NH:18][C:19]4[CH:26]=[CH:25][C:22]([CH:23]=O)=[CH:21][CH:20]=4)[N:17]=[C:13]3[CH:12]=[CH:11][CH:10]=2)=[CH:5][CH:4]=1.[CH3:27][O:28][CH2:29][CH2:30][NH2:31].C([BH3-])#N.[Na+]. The catalyst is O1CCCC1. The product is [CH3:27][O:28][CH2:29][CH2:30][NH:31][CH2:23][C:22]1[CH:21]=[CH:20][C:19]([NH:18][C:16]2[N:17]=[C:13]3[CH:12]=[CH:11][CH:10]=[C:9]([C:6]4[CH:7]=[CH:8][C:3]([O:2][CH3:1])=[CH:4][CH:5]=4)[N:14]3[N:15]=2)=[CH:26][CH:25]=1. The yield is 0.340. (6) The reactants are [Cl:1][C:2]1[CH:8]=[CH:7][C:5]([NH2:6])=[CH:4][C:3]=1[N+:9]([O-:11])=[O:10].[F:12][C:13]([F:24])([F:23])[C:14]1[CH:15]=[C:16]([CH:20]=[CH:21][CH:22]=1)[C:17](Cl)=[O:18]. The catalyst is C(Cl)Cl.CN(C1C=CN=CC=1)C. The product is [Cl:1][C:2]1[CH:8]=[CH:7][C:5]([NH:6][C:17](=[O:18])[C:16]2[CH:20]=[CH:21][CH:22]=[C:14]([C:13]([F:12])([F:23])[F:24])[CH:15]=2)=[CH:4][C:3]=1[N+:9]([O-:11])=[O:10]. The yield is 1.00. (7) The reactants are [CH3:1][C:2]1[C:3]([C:12]([C:14]2[N:15]=[CH:16][N:17](C(C3C=CC=CC=3)(C3C=CC=CC=3)C3C=CC=CC=3)[CH:18]=2)=[CH2:13])=[CH:4][CH:5]=[C:6]2[C:11]=1[N:10]=[CH:9][CH:8]=[CH:7]2. The catalyst is C(O)(C(F)(F)F)=O.[Pd]. The product is [NH:17]1[CH:18]=[C:14]([CH:12]([C:3]2[C:2]([CH3:1])=[C:11]3[C:6]([CH:7]=[CH:8][CH:9]=[N:10]3)=[CH:5][CH:4]=2)[CH3:13])[N:15]=[CH:16]1. The yield is 0.790.